This data is from Peptide-MHC class I binding affinity with 185,985 pairs from IEDB/IMGT. The task is: Regression. Given a peptide amino acid sequence and an MHC pseudo amino acid sequence, predict their binding affinity value. This is MHC class I binding data. (1) The peptide sequence is VPQTDAGVT. The MHC is HLA-B15:01 with pseudo-sequence HLA-B15:01. The binding affinity (normalized) is 0.0847. (2) The peptide sequence is VVIVENDNVI. The MHC is HLA-A68:02 with pseudo-sequence HLA-A68:02. The binding affinity (normalized) is 0.0736. (3) The peptide sequence is RADTKILFI. The MHC is HLA-A02:02 with pseudo-sequence HLA-A02:02. The binding affinity (normalized) is 0.0125. (4) The peptide sequence is YIHFLIRQL. The MHC is Mamu-A70103 with pseudo-sequence Mamu-A70103. The binding affinity (normalized) is 0.0588. (5) The peptide sequence is QFLKFSLPFPFLYKFLL. The MHC is HLA-B53:01 with pseudo-sequence HLA-B53:01. The binding affinity (normalized) is 0.286. (6) The peptide sequence is MARPADASM. The MHC is HLA-A02:03 with pseudo-sequence HLA-A02:03. The binding affinity (normalized) is 0.0847. (7) The peptide sequence is TYSAGIVQI. The MHC is HLA-B54:01 with pseudo-sequence HLA-B54:01. The binding affinity (normalized) is 0.103.